Dataset: Reaction yield outcomes from USPTO patents with 853,638 reactions. Task: Predict the reaction yield, written as a fraction of the theoretical maximum amount of product (1.0 means a 100% yield; for example, 0.34 means a 34% yield). The reactants are C[NH:2][CH2:3][C:4]1[S:8][C:7]2[CH:9]=[CH:10][CH:11]=[CH:12][C:6]=2[C:5]=1[CH3:13].CNCC1C=CC2C(=CC=CC=2)C=1CCC.[ClH:30].[N:31]1([CH2:37][CH2:38][CH2:39][N:40]2[CH2:45][C:44]3[CH:46]=[C:47](/[CH:50]=[CH:51]/[C:52](O)=[O:53])[CH:48]=[N:49][C:43]=3[NH:42][C:41]2=[O:55])[CH2:36][CH2:35][O:34][CH2:33][CH2:32]1. No catalyst specified. The product is [ClH:30].[CH3:13][C:5]1[C:6]2[CH:12]=[CH:11][CH:10]=[CH:9][C:7]=2[S:8][C:4]=1[CH2:3][NH:2][C:52](=[O:53])/[CH:51]=[CH:50]/[C:47]1[CH:48]=[N:49][C:43]2[NH:42][C:41](=[O:55])[N:40]([CH2:39][CH2:38][CH2:37][N:31]3[CH2:32][CH2:33][O:34][CH2:35][CH2:36]3)[CH2:45][C:44]=2[CH:46]=1. The yield is 0.860.